This data is from Experimentally validated miRNA-target interactions with 360,000+ pairs, plus equal number of negative samples. The task is: Binary Classification. Given a miRNA mature sequence and a target amino acid sequence, predict their likelihood of interaction. (1) The miRNA is mmu-miR-673-5p with sequence CUCACAGCUCUGGUCCUUGGAG. The protein sequence of the target gene is MAGYKPVAIQTYPVLGEKITQDTLYWNNYKTPVQIKEFGAVSKVDFSPQLPYNYAVTASSRIHIYGRYSQEPVKTFSRFKDTAYCATFRQDGQLLVAGSEDGVVQLFDINGRAPLRQFEGHTKAVHTVDFTADNYHVVSGADDYTVKLWDIPNSKEILTFKEHSDYVRCGCASKLNPDLFVTGSYDHTVKIFDARTNKNVLCVEHGQPVESVLLFPSGGLLVSAGGRYVKVWDMLKGGQLLVSLKNHHKTVTCLCLSSSGQRLLSGSLDRKVKVYSTTSYKVVHSFDYAASILSLALSHQ.... Result: 0 (no interaction). (2) Result: 1 (interaction). The miRNA is hsa-miR-6509-3p with sequence UUCCACUGCCACUACCUAAUUU. The protein sequence of the target gene is MVSIRDFTMPKKFVQMLVFNLTLTEVVLSGNVLIWPTDGSHWLNIKIILEELIQRNHNVTVLASSATLFINSNPDSPVNFEVIPVSYKKSNIDSLIEHMIMLWIDHRPTPLTIWAFYKELGKLLDTFFQINIQLCDGVLKNPKLMARLQKGGFDVLVADPVTICGDLVALKLGIPFMYTLRFSPASTVERHCGKIPAPVSYVPAALSELTDQMTFGERIKNTISYSLQDYIFQSYWGEWNSYYSKILGRPTTLCETMGKAEIWLIRTYWDFEFPRPYLPNFEFVGGLHCKPAKPLPKEME....